This data is from Forward reaction prediction with 1.9M reactions from USPTO patents (1976-2016). The task is: Predict the product of the given reaction. Given the reactants [CH3:1][C:2]1([CH3:21])[NH:6][C:5](=[O:7])[N:4]([C:8]([C:10]2[C:19]3[C:14](=[CH:15][CH:16]=[CH:17][CH:18]=3)[CH:13]=[CH:12][CH:11]=2)=[O:9])[C:3]1=[O:20].[H-].[Na+].[Cl:24][C:25]1[CH:32]=[CH:31][C:28]([CH2:29]Br)=[CH:27][CH:26]=1.C(OCC)(=O)C, predict the reaction product. The product is: [Cl:24][C:25]1[CH:32]=[CH:31][C:28]([CH2:29][N:6]2[C:2]([CH3:21])([CH3:1])[C:3](=[O:20])[N:4]([C:8]([C:10]3[C:19]4[C:14](=[CH:15][CH:16]=[CH:17][CH:18]=4)[CH:13]=[CH:12][CH:11]=3)=[O:9])[C:5]2=[O:7])=[CH:27][CH:26]=1.